This data is from Full USPTO retrosynthesis dataset with 1.9M reactions from patents (1976-2016). The task is: Predict the reactants needed to synthesize the given product. (1) Given the product [C:28]([C:25]1[CH:26]=[CH:27][C:22]([S:19]([NH:18][C:12]2[CH:13]=[CH:14][C:15]([Cl:17])=[CH:16][C:11]=2[N:9]2[CH:10]=[C:6]([C:4]([OH:5])=[O:3])[N:7]=[N:8]2)(=[O:20])=[O:21])=[CH:23][CH:24]=1)([CH3:31])([CH3:29])[CH3:30], predict the reactants needed to synthesize it. The reactants are: C([O:3][C:4]([C:6]1[N:7]=[N:8][N:9]([C:11]2[CH:16]=[C:15]([Cl:17])[CH:14]=[CH:13][C:12]=2[NH:18][S:19]([C:22]2[CH:27]=[CH:26][C:25]([C:28]([CH3:31])([CH3:30])[CH3:29])=[CH:24][CH:23]=2)(=[O:21])=[O:20])[CH:10]=1)=[O:5])C.[OH-].[Na+]. (2) Given the product [CH3:27][N:8]([CH3:7])[C:9]1([C:21]2[CH:22]=[N:23][CH:24]=[CH:25][CH:26]=2)[CH2:10][CH2:11][CH:12]([CH2:15][CH2:16][OH:17])[CH2:13][CH2:14]1, predict the reactants needed to synthesize it. The reactants are: [H-].[H-].[H-].[H-].[Li+].[Al+3].[CH3:7][N:8]([CH3:27])[C:9]1([C:21]2[CH:22]=[N:23][CH:24]=[CH:25][CH:26]=2)[CH2:14][CH2:13][CH:12]([CH2:15][C:16](OCC)=[O:17])[CH2:11][CH2:10]1. (3) Given the product [F:20][C:8]([F:7])([F:19])[C:9]1[CH:17]=[C:16]2[C:12]([C:13]([NH:18][C:1](=[O:5])[CH:2]=[CH:3][CH3:4])=[N:14][NH:15]2)=[CH:11][CH:10]=1, predict the reactants needed to synthesize it. The reactants are: [C:1](Cl)(=[O:5])/[CH:2]=[CH:3]/[CH3:4].[F:7][C:8]([F:20])([F:19])[C:9]1[CH:17]=[C:16]2[C:12]([C:13]([NH2:18])=[N:14][NH:15]2)=[CH:11][CH:10]=1. (4) Given the product [CH3:1][O:2][C:3](=[O:20])[C:4]1[CH:9]=[CH:8][C:7]([NH2:10])=[C:6]([NH:18][CH3:19])[CH:5]=1, predict the reactants needed to synthesize it. The reactants are: [CH3:1][O:2][C:3](=[O:20])[C:4]1[CH:9]=[CH:8][C:7]([NH:10]C(OC(C)(C)C)=O)=[C:6]([NH:18][CH3:19])[CH:5]=1.O1CCOCC1.Cl.C(=O)(O)[O-].[Na+]. (5) Given the product [F:1][C:2]1[CH:22]=[CH:21][CH:20]=[CH:19][C:3]=1[CH2:4][N:5]1[C:9]([C:10]([N:12]=[C:24]=[O:25])=[O:11])=[CH:8][C:7]([C:13]2[N:18]=[CH:17][CH:16]=[CH:15][N:14]=2)=[N:6]1, predict the reactants needed to synthesize it. The reactants are: [F:1][C:2]1[CH:22]=[CH:21][CH:20]=[CH:19][C:3]=1[CH2:4][N:5]1[C:9]([C:10]([NH2:12])=[O:11])=[CH:8][C:7]([C:13]2[N:18]=[CH:17][CH:16]=[CH:15][N:14]=2)=[N:6]1.C(Cl)(=O)[C:24](Cl)=[O:25]. (6) Given the product [NH2:8][C@@H:9]([CH3:10])[C:11]([O:13][C@H:14]([C@@H:43]([NH:51][C:52](=[O:71])[C@@H:53]([N:58]1[CH2:62][CH2:61][N:60]([CH2:63][C:64]2[CH:65]=[CH:66][CH:67]=[CH:68][CH:69]=2)[C:59]1=[O:70])[C:54]([CH3:55])([CH3:57])[CH3:56])[CH2:44][C:45]1[CH:46]=[CH:47][CH:48]=[CH:49][CH:50]=1)[CH2:15][C@@H:16]([NH:30][C:31](=[O:42])[C@@H:32]([NH:33][C:34]([O:36][CH3:37])=[O:35])[C:38]([CH3:39])([CH3:40])[CH3:41])[CH2:17][C:18]1[CH:19]=[CH:20][C:21]([C:24]2[CH:29]=[CH:28][CH:27]=[CH:26][N:25]=2)=[CH:22][CH:23]=1)=[O:12], predict the reactants needed to synthesize it. The reactants are: C(OC([NH:8][C@H:9]([C:11]([O:13][C@H:14]([C@@H:43]([NH:51][C:52](=[O:71])[C@@H:53]([N:58]1[CH2:62][CH2:61][N:60]([CH2:63][C:64]2[CH:69]=[CH:68][CH:67]=[CH:66][CH:65]=2)[C:59]1=[O:70])[C:54]([CH3:57])([CH3:56])[CH3:55])[CH2:44][C:45]1[CH:50]=[CH:49][CH:48]=[CH:47][CH:46]=1)[CH2:15][C@@H:16]([NH:30][C:31](=[O:42])[C@H:32]([C:38]([CH3:41])([CH3:40])[CH3:39])[NH:33][C:34]([O:36][CH3:37])=[O:35])[CH2:17][C:18]1[CH:23]=[CH:22][C:21]([C:24]2[CH:29]=[CH:28][CH:27]=[CH:26][N:25]=2)=[CH:20][CH:19]=1)=[O:12])[CH3:10])=O)(C)(C)C.Cl.